Dataset: Human liver microsome stability data. Task: Regression/Classification. Given a drug SMILES string, predict its absorption, distribution, metabolism, or excretion properties. Task type varies by dataset: regression for continuous measurements (e.g., permeability, clearance, half-life) or binary classification for categorical outcomes (e.g., BBB penetration, CYP inhibition). Dataset: hlm. (1) The compound is COc1cccc(CN(CCN2CCCC2)C(=O)c2cc3ccc(-c4cn[nH]c4)cc3[nH]2)c1. The result is 0 (unstable in human liver microsomes). (2) The compound is CCc1nc(N)nc(N)c1-c1ccc2c(c1)N(CCNC(C)=O)C(=O)C(C)(c1cc(F)cc(F)c1)O2. The result is 0 (unstable in human liver microsomes).